Dataset: Catalyst prediction with 721,799 reactions and 888 catalyst types from USPTO. Task: Predict which catalyst facilitates the given reaction. Reactant: [OH:1][CH2:2][C:3]([O:5][CH2:6][CH3:7])=[O:4].[H-].[Na+].[CH2:10](Br)[CH:11]=[CH2:12]. Product: [CH2:12]([O:1][CH2:2][C:3]([O:5][CH2:6][CH3:7])=[O:4])[CH:11]=[CH2:10]. The catalyst class is: 3.